Regression. Given a peptide amino acid sequence and an MHC pseudo amino acid sequence, predict their binding affinity value. This is MHC class I binding data. From a dataset of Peptide-MHC class I binding affinity with 185,985 pairs from IEDB/IMGT. (1) The peptide sequence is STNTLPTEY. The MHC is HLA-B46:01 with pseudo-sequence HLA-B46:01. The binding affinity (normalized) is 0.0847. (2) The peptide sequence is YFHRRDLRL. The MHC is HLA-B08:01 with pseudo-sequence HLA-B08:01. The binding affinity (normalized) is 0.741. (3) The peptide sequence is EMADYIFFV. The MHC is HLA-A11:01 with pseudo-sequence HLA-A11:01. The binding affinity (normalized) is 0.113. (4) The binding affinity (normalized) is 0.0847. The peptide sequence is DPSMLRTTA. The MHC is HLA-B40:01 with pseudo-sequence HLA-B40:01. (5) The peptide sequence is MLREGNQAF. The MHC is HLA-A01:01 with pseudo-sequence HLA-A01:01. The binding affinity (normalized) is 0.0847. (6) The peptide sequence is GKRSNTTGK. The MHC is HLA-A03:01 with pseudo-sequence HLA-A03:01. The binding affinity (normalized) is 0. (7) The MHC is HLA-B08:01 with pseudo-sequence HLA-B08:01. The peptide sequence is FLLIHQGMH. The binding affinity (normalized) is 0.